Dataset: Forward reaction prediction with 1.9M reactions from USPTO patents (1976-2016). Task: Predict the product of the given reaction. (1) Given the reactants [N+:1]([C:4]1[CH:5]=[CH:6][C:7]([C:10]2[CH2:11][C:12]([CH3:21])([CH3:20])[S:13](=[O:19])(=[O:18])[C:14]([CH3:17])([CH3:16])[CH:15]=2)=[N:8][CH:9]=1)([O-])=O, predict the reaction product. The product is: [CH3:20][C:12]1([CH3:21])[CH2:11][CH:10]([C:7]2[N:8]=[CH:9][C:4]([NH2:1])=[CH:5][CH:6]=2)[CH2:15][C:14]([CH3:16])([CH3:17])[S:13]1(=[O:19])=[O:18]. (2) Given the reactants O[C:2]1[CH:3]=[C:4]([CH:16]=[CH:17][CH:18]=1)[CH2:5][C:6](=[O:15])[C:7]1[CH:12]=[CH:11][C:10]([OH:13])=[C:9]([Br:14])[CH:8]=1.B(F)(F)F.CC[O:25][CH2:26]C.CS(Cl)(=O)=[O:30], predict the reaction product. The product is: [Br:14][C:9]1[C:10]([OH:13])=[CH:11][CH:12]=[C:7]2[C:8]=1[O:25][CH:26]=[C:5]([C:4]1[CH:16]=[CH:17][C:18]([OH:30])=[CH:2][CH:3]=1)[C:6]2=[O:15]. (3) Given the reactants [CH3:1][C:2]1[CH:16]=[CH:15][C:5]([O:6][C:7]2[CH:14]=[CH:13][C:10]([CH2:11][NH2:12])=[CH:9][CH:8]=2)=[CH:4][CH:3]=1.[NH2:17][C:18]1[N:26]=[C:25]([CH3:27])[CH:24]=[CH:23][C:19]=1[C:20](O)=[O:21].ON1C2C=CC=CC=2N=N1.CCN=C=NCCCN(C)C, predict the reaction product. The product is: [CH3:1][C:2]1[CH:16]=[CH:15][C:5]([O:6][C:7]2[CH:14]=[CH:13][C:10]([CH2:11][NH:12][C:20](=[O:21])[C:19]3[CH:23]=[CH:24][C:25]([CH3:27])=[N:26][C:18]=3[NH2:17])=[CH:9][CH:8]=2)=[CH:4][CH:3]=1.